The task is: Predict the reactants needed to synthesize the given product.. This data is from Full USPTO retrosynthesis dataset with 1.9M reactions from patents (1976-2016). (1) Given the product [C:1]([O:5][C:6](=[O:7])[NH:8][CH:9]([C:27](=[O:31])[N:28]([CH3:29])[CH3:30])[CH2:10][C:11]1[CH:26]=[CH:25][C:14]([O:15][C:16]2[CH:24]=[CH:23][C:19]([C:20](=[O:22])[NH:40][OH:41])=[CH:18][N:17]=2)=[CH:13][CH:12]=1)([CH3:4])([CH3:2])[CH3:3], predict the reactants needed to synthesize it. The reactants are: [C:1]([O:5][C:6]([NH:8][CH:9]([C:27](=[O:31])[N:28]([CH3:30])[CH3:29])[CH2:10][C:11]1[CH:26]=[CH:25][C:14]([O:15][C:16]2[CH:24]=[CH:23][C:19]([C:20]([OH:22])=O)=[CH:18][N:17]=2)=[CH:13][CH:12]=1)=[O:7])([CH3:4])([CH3:3])[CH3:2].CN1CCOCC1.Cl.[NH2:40][OH:41].C(O)(=O)C. (2) Given the product [C:42]([O:41][C:39]([NH:38][C@@H:33]1[CH2:34][CH2:35][CH2:36][CH2:37][C@@H:32]1[NH:31][C:29]1[C:28]2[C:23](=[CH:24][CH:25]=[C:26]([O:46][CH3:47])[CH:27]=2)[N:22]=[C:21]([NH:20][C:6](=[O:7])[C:5]2[CH:9]=[CH:10][C:2]([Cl:1])=[CH:3][CH:4]=2)[N:30]=1)=[O:40])([CH3:45])([CH3:44])[CH3:43], predict the reactants needed to synthesize it. The reactants are: [Cl:1][C:2]1[CH:10]=[CH:9][C:5]([C:6](Cl)=[O:7])=[CH:4][CH:3]=1.C(N(C(C)C)CC)(C)C.[NH2:20][C:21]1[N:30]=[C:29]([NH:31][C@H:32]2[CH2:37][CH2:36][CH2:35][CH2:34][C@H:33]2[NH:38][C:39]([O:41][C:42]([CH3:45])([CH3:44])[CH3:43])=[O:40])[C:28]2[C:23](=[CH:24][CH:25]=[C:26]([O:46][CH3:47])[CH:27]=2)[N:22]=1.O. (3) Given the product [C:8]1([NH:14][NH:15][CH:1]=[O:4])[CH:13]=[CH:12][CH:11]=[CH:10][CH:9]=1, predict the reactants needed to synthesize it. The reactants are: [C:1]([O-:4])([O-])=O.[K+].[K+].Cl.[C:8]1([NH:14][NH2:15])[CH:13]=[CH:12][CH:11]=[CH:10][CH:9]=1. (4) Given the product [O:4]1[CH2:3][CH2:2][N:1]([C:7]([C:9]2[CH:10]=[CH:11][C:12]([C:15]3[CH:16]=[CH:17][C:18]4[N:19]([C:21]([C:24]#[C:25][C:26]5[C:31]([C:32]([F:33])([F:35])[F:34])=[CH:30][N:29]=[C:28]6[NH:36][CH:37]=[CH:38][C:27]=56)=[CH:22][N:23]=4)[N:20]=3)=[CH:13][CH:14]=2)=[O:8])[CH2:6][CH2:5]1, predict the reactants needed to synthesize it. The reactants are: [N:1]1([C:7]([C:9]2[CH:14]=[CH:13][C:12]([C:15]3[CH:16]=[CH:17][C:18]4[N:19]([C:21]([C:24]#[C:25][C:26]5[C:31]([C:32]([F:35])([F:34])[F:33])=[CH:30][N:29]=[C:28]6[N:36](C(OC(C)(C)C)=O)[CH:37]=[CH:38][C:27]=56)=[CH:22][N:23]=4)[N:20]=3)=[CH:11][CH:10]=2)=[O:8])[CH2:6][CH2:5][O:4][CH2:3][CH2:2]1.C(O)(C(F)(F)F)=O. (5) Given the product [Cl:1][C:2]1[CH:3]=[C:4]([NH:16][C:17]2[C:26]3[C:21](=[CH:22][CH:23]=[CH:24][C:25]=3[O:27][C@H:29]([CH2:34][CH2:33][OH:32])[C:30]([N:36]([CH2:37][CH2:38][OH:39])[CH3:35])=[O:31])[N:20]=[CH:19][N:18]=2)[CH:5]=[CH:6][C:7]=1[O:8][CH2:9][C:10]1[CH:15]=[CH:14][CH:13]=[CH:12][N:11]=1, predict the reactants needed to synthesize it. The reactants are: [Cl:1][C:2]1[CH:3]=[C:4]([NH:16][C:17]2[C:26]3[C:25]([OH:27])=[CH:24][CH:23]=[CH:22][C:21]=3[N:20]=[CH:19][N:18]=2)[CH:5]=[CH:6][C:7]=1[O:8][CH2:9][C:10]1[CH:15]=[CH:14][CH:13]=[CH:12][N:11]=1.O[C@H:29]1[CH2:34][CH2:33][O:32][C:30]1=[O:31].[CH3:35][NH:36][CH2:37][CH2:38][OH:39]. (6) Given the product [CH:10]1([NH:2][C@H:3]2[CH2:8][CH2:7][C@@H:6]([OH:9])[CH2:5][CH2:4]2)[CH2:15][CH2:14][CH2:13][CH2:12][CH2:11]1, predict the reactants needed to synthesize it. The reactants are: Cl.[NH2:2][C@@H:3]1[CH2:8][CH2:7][C@H:6]([OH:9])[CH2:5][CH2:4]1.[C:10]1(=O)[CH2:15][CH2:14][CH2:13][CH2:12][CH2:11]1.[BH3-]C#N.[Na+].[BH4-].[Na+]. (7) Given the product [ClH:12].[Cl:12][C:13]1[C:18]([Cl:19])=[CH:17][CH:16]=[CH:15][C:14]=1[O:10][CH:9]1[CH2:8][NH:7][CH2:6][C:5]2[S:11][C:2]([CH3:1])=[CH:3][C:4]1=2, predict the reactants needed to synthesize it. The reactants are: [CH3:1][C:2]1[S:11][C:5]2[CH2:6][NH:7][CH2:8][CH:9]([OH:10])[C:4]=2[CH:3]=1.[Cl:12][C:13]1[C:18]([Cl:19])=[CH:17][CH:16]=[CH:15][C:14]=1F. (8) Given the product [CH2:1]([O:3][C:4](=[O:23])[C:5]([O:8][C:9]1[CH:14]=[CH:13][CH:12]=[C:11]([NH2:15])[CH:10]=1)([CH3:7])[CH3:6])[CH3:2], predict the reactants needed to synthesize it. The reactants are: [CH2:1]([O:3][C:4](=[O:23])[C:5]([O:8][C:9]1[CH:14]=[CH:13][CH:12]=[C:11]([NH:15]C(OC(C)(C)C)=O)[CH:10]=1)([CH3:7])[CH3:6])[CH3:2].C(O)(C(F)(F)F)=O. (9) Given the product [ClH:24].[CH3:33][N:2]([CH3:1])[C:3]1([C:26]2[CH:31]=[CH:30][CH:29]=[C:28]([F:32])[CH:27]=2)[CH2:8][CH2:7][CH:6]([NH:9][C:10]([C:12]2[C:13]([C:18]3[C:23]([Cl:24])=[CH:22][CH:21]=[CH:20][C:19]=3[Cl:25])=[N:14][O:15][C:16]=2[CH3:17])=[O:11])[CH2:5][CH2:4]1, predict the reactants needed to synthesize it. The reactants are: [CH3:1][N:2]([CH3:33])[C:3]1([C:26]2[CH:31]=[CH:30][CH:29]=[C:28]([F:32])[CH:27]=2)[CH2:8][CH2:7][CH:6]([NH:9][C:10]([C:12]2[C:13]([C:18]3[C:23]([Cl:24])=[CH:22][CH:21]=[CH:20][C:19]=3[Cl:25])=[N:14][O:15][C:16]=2[CH3:17])=[O:11])[CH2:5][CH2:4]1.C(OCC)(=O)C.Cl.Cl[Si](C)(C)C.